Dataset: TCR-epitope binding with 47,182 pairs between 192 epitopes and 23,139 TCRs. Task: Binary Classification. Given a T-cell receptor sequence (or CDR3 region) and an epitope sequence, predict whether binding occurs between them. (1) The epitope is ALLADKFPV. The TCR CDR3 sequence is CASSFGQATGGFGYTF. Result: 1 (the TCR binds to the epitope). (2) The epitope is LLLGIGILV. The TCR CDR3 sequence is CASSPSGGLENTGELFF. Result: 1 (the TCR binds to the epitope). (3) The epitope is VLWAHGFEL. The TCR CDR3 sequence is CASSQDQQEHYGYTF. Result: 1 (the TCR binds to the epitope). (4) The epitope is RLRAEAQVK. The TCR CDR3 sequence is CASSLAPSGGDEQYF. Result: 1 (the TCR binds to the epitope). (5) The epitope is LQPFPQPELPYPQPQ. The TCR CDR3 sequence is CATHPDRGLSYEQYF. Result: 0 (the TCR does not bind to the epitope). (6) The epitope is RPRGEVRFL. The TCR CDR3 sequence is CASSQDLLVLNTEAFF. Result: 0 (the TCR does not bind to the epitope). (7) The epitope is FLPRVFSAV. The TCR CDR3 sequence is CASSQDGTGISTGELFF. Result: 0 (the TCR does not bind to the epitope). (8) The epitope is TLIGDCATV. The TCR CDR3 sequence is CASSQEGAKWRAGELFF. Result: 0 (the TCR does not bind to the epitope).